From a dataset of Forward reaction prediction with 1.9M reactions from USPTO patents (1976-2016). Predict the product of the given reaction. (1) Given the reactants C([Li])CCC.I[C:7]1[CH:8]=[N:9][N:10]([CH3:22])[C:11]=1[C:12]1[CH:17]=[CH:16][C:15]([C:18]([F:21])([F:20])[F:19])=[CH:14][N:13]=1.[N:23]1([C:27]2[C:32]([CH:33]=[O:34])=[C:31]([Cl:35])[N:30]=[CH:29][N:28]=2)[CH2:26][CH2:25][CH2:24]1.O, predict the reaction product. The product is: [N:23]1([C:27]2[C:32]([CH:33]([C:7]3[CH:8]=[N:9][N:10]([CH3:22])[C:11]=3[C:12]3[CH:17]=[CH:16][C:15]([C:18]([F:21])([F:20])[F:19])=[CH:14][N:13]=3)[OH:34])=[C:31]([Cl:35])[N:30]=[CH:29][N:28]=2)[CH2:26][CH2:25][CH2:24]1. (2) The product is: [Cl:64][C:58]1[CH:59]=[CH:60][C:61]([F:63])=[CH:62][C:57]=1[C:56]([N:53]1[CH2:52][CH2:51][N:50]([C:48](=[O:49])[CH2:47][NH:46][C:21]([C:19]2[N:18]=[N:17][N:16]([N:10]3[CH2:11][CH2:12][O:13][CH2:14][CH2:15]3)[CH:20]=2)=[O:23])[CH2:55][CH2:54]1)=[O:65]. Given the reactants CCN(C(C)C)C(C)C.[N:10]1([N:16]2[CH:20]=[C:19]([C:21]([OH:23])=O)[N:18]=[N:17]2)[CH2:15][CH2:14][O:13][CH2:12][CH2:11]1.C1C=CC2N(O)N=NC=2C=1.CCN=C=NCCCN(C)C.Cl.[NH2:46][CH2:47][C:48]([N:50]1[CH2:55][CH2:54][N:53]([C:56](=[O:65])[C:57]2[CH:62]=[C:61]([F:63])[CH:60]=[CH:59][C:58]=2[Cl:64])[CH2:52][CH2:51]1)=[O:49].ClC1C=CC(F)=CC=1C(O)=O, predict the reaction product. (3) The product is: [CH3:32][N:10]1[C:11]2[CH:12]=[CH:13][CH:14]=[CH:15][C:16]=2[C@@H:17]2[N:21]([C:22]([O:24][CH2:25][C:26]3[CH:31]=[CH:30][CH:29]=[CH:28][CH:27]=3)=[O:23])[CH2:20][CH2:19][C@@H:18]2[C@@H:9]1[C:3]1[CH:4]=[CH:5][CH:6]=[CH:7][CH:8]=1. Given the reactants [H-].[Na+].[C:3]1([C@H:9]2[C@H:18]3[CH2:19][CH2:20][N:21]([C:22]([O:24][CH2:25][C:26]4[CH:31]=[CH:30][CH:29]=[CH:28][CH:27]=4)=[O:23])[C@H:17]3[C:16]3[CH:15]=[CH:14][CH:13]=[CH:12][C:11]=3[NH:10]2)[CH:8]=[CH:7][CH:6]=[CH:5][CH:4]=1.[CH3:32]I.O, predict the reaction product. (4) Given the reactants [Br:1][C:2]1[C:9]([CH3:10])=[CH:8][C:5](C#N)=[CH:4][C:3]=1[CH3:11].[N-:12]=[N+:13]=[N-:14].[Na+].[Cl-].[NH4+].[CH3:18][N:19](C)C=O, predict the reaction product. The product is: [Br:1][C:2]1[C:3]([CH3:11])=[CH:4][C:5]([N:13]2[N:14]=[CH:18][NH:19][NH:12]2)=[CH:8][C:9]=1[CH3:10]. (5) Given the reactants C([N:20]1[CH:24]=[C:23]([CH:25]([CH3:28])[CH2:26][NH2:27])[N:22]=[CH:21]1)(C1C=CC=CC=1)(C1C=CC=CC=1)C1C=CC=CC=1.[CH2:29]=O, predict the reaction product. The product is: [CH3:28][CH:25]1[CH2:26][NH:27][CH2:29][CH:24]2[N:20]=[CH:21][NH:22][CH:23]12.